Dataset: Catalyst prediction with 721,799 reactions and 888 catalyst types from USPTO. Task: Predict which catalyst facilitates the given reaction. (1) Reactant: C[O:2][C:3](=[O:24])[C:4]1[CH:9]=[CH:8][C:7]([O:10][CH2:11][C:12]2[C:13]([C:18]3[CH:23]=[CH:22][CH:21]=[CH:20][CH:19]=3)=[N:14][O:15][C:16]=2[CH3:17])=[N:6][CH:5]=1.[OH-].[Na+]. Product: [CH3:17][C:16]1[O:15][N:14]=[C:13]([C:18]2[CH:19]=[CH:20][CH:21]=[CH:22][CH:23]=2)[C:12]=1[CH2:11][O:10][C:7]1[CH:8]=[CH:9][C:4]([C:3]([OH:24])=[O:2])=[CH:5][N:6]=1. The catalyst class is: 8. (2) Reactant: Cl.[NH2:2][C:3]1[CH:4]=[C:5]([CH2:11][CH2:12][NH:13][C:14](=[O:16])[CH3:15])[CH:6]=[CH:7][C:8]=1[O:9][CH3:10].CN(C)C=O.[CH2:22]=[C:23]1[O:27][C:25](=[O:26])[CH2:24]1.C(N(CC)CC)C. Product: [C:14]([NH:13][CH2:12][CH2:11][C:5]1[CH:6]=[CH:7][C:8]([O:9][CH3:10])=[C:3]([NH:2][C:25](=[O:26])[CH2:24][C:23](=[O:27])[CH3:22])[CH:4]=1)(=[O:16])[CH3:15]. The catalyst class is: 6. (3) Reactant: CS(O[CH:6]([C:24]1[CH:29]=[CH:28][C:27]([N+:30]([O-:32])=[O:31])=[CH:26][CH:25]=1)[CH2:7][CH2:8][CH:9](OS(C)(=O)=O)[C:10]1[CH:15]=[CH:14][C:13]([N+:16]([O-:18])=[O:17])=[CH:12][CH:11]=1)(=O)=O.[C:33]([C:37]1[CH:43]=[CH:42][C:40]([NH2:41])=[CH:39][CH:38]=1)([CH3:36])([CH3:35])[CH3:34].C(OCC)(=O)C.Cl. Product: [C:33]([C:37]1[CH:38]=[CH:39][C:40]([N:41]2[CH:9]([C:10]3[CH:15]=[CH:14][C:13]([N+:16]([O-:18])=[O:17])=[CH:12][CH:11]=3)[CH2:8][CH2:7][CH:6]2[C:24]2[CH:29]=[CH:28][C:27]([N+:30]([O-:32])=[O:31])=[CH:26][CH:25]=2)=[CH:42][CH:43]=1)([CH3:36])([CH3:34])[CH3:35]. The catalyst class is: 3.